Task: Predict the product of the given reaction.. Dataset: Forward reaction prediction with 1.9M reactions from USPTO patents (1976-2016) Given the reactants [NH2:1][N:2]1[N:11]=[C:10]([C:12]2[CH:17]=[CH:16][CH:15]=[CH:14][CH:13]=2)[C:9]2[C:4](=[CH:5][CH:6]=[C:7]([F:18])[CH:8]=2)[C:3]1=[O:19].[F:20][C:21]1[CH:22]=[C:23]([CH2:28][C:29](O)=[O:30])[CH:24]=[C:25]([F:27])[CH:26]=1, predict the reaction product. The product is: [F:20][C:21]1[CH:22]=[C:23]([CH2:28][C:29]([NH:1][N:2]2[N:11]=[C:10]([C:12]3[CH:17]=[CH:16][CH:15]=[CH:14][CH:13]=3)[C:9]3[C:4](=[CH:5][CH:6]=[C:7]([F:18])[CH:8]=3)[C:3]2=[O:19])=[O:30])[CH:24]=[C:25]([F:27])[CH:26]=1.